Dataset: Reaction yield outcomes from USPTO patents with 853,638 reactions. Task: Predict the reaction yield, written as a fraction of the theoretical maximum amount of product (1.0 means a 100% yield; for example, 0.34 means a 34% yield). (1) The reactants are [CH3:1][C:2]1[O:6][N:5]=[C:4]([C:7]2[CH:12]=[CH:11][CH:10]=[CH:9][CH:8]=2)[C:3]=1[CH2:13][NH:14][C:15]1[CH:23]=[CH:22][C:18]([C:19]([OH:21])=O)=[CH:17][N:16]=1.[CH:24]([NH2:27])([CH3:26])[CH3:25]. No catalyst specified. The product is [CH:24]([NH:27][C:19](=[O:21])[C:18]1[CH:22]=[CH:23][C:15]([NH:14][CH2:13][C:3]2[C:4]([C:7]3[CH:8]=[CH:9][CH:10]=[CH:11][CH:12]=3)=[N:5][O:6][C:2]=2[CH3:1])=[N:16][CH:17]=1)([CH3:26])[CH3:25]. The yield is 0.820. (2) The reactants are [OH:1][CH2:2][CH2:3][CH2:4][O:5][C:6]1[CH:13]=[CH:12][C:9]([C:10]#[N:11])=[CH:8][N:7]=1.O[C:15]1[CH:16]=[C:17]2[C:21](=[CH:22][CH:23]=1)[N:20]([CH:24]([CH3:29])[C:25]([O:27][CH3:28])=[O:26])[CH:19]=[CH:18]2.C1(P(C2C=CC=CC=2)C2C=CC=CC=2)C=CC=CC=1.N(C(N1CCCCC1)=O)=NC(N1CCCCC1)=O. The catalyst is C(Cl)Cl. The product is [C:10]([C:9]1[CH:12]=[CH:13][C:6]([O:5][CH2:4][CH2:3][CH2:2][O:1][C:15]2[CH:16]=[C:17]3[C:21](=[CH:22][CH:23]=2)[N:20]([CH:24]([CH3:29])[C:25]([O:27][CH3:28])=[O:26])[CH:19]=[CH:18]3)=[N:7][CH:8]=1)#[N:11]. The yield is 0.850. (3) The product is [O:30]1[C:31]2[C:26](=[CH:25][C:24]([C:10]3[C:11]([CH:21]4[CH2:22][CH2:23]4)=[C:12]([NH:16][S:17]([CH3:20])(=[O:19])=[O:18])[CH:13]=[C:14]([CH3:15])[C:9]=3[CH:4]([O:5][CH:6]3[CH2:7][CH2:8]3)[C:3]([OH:34])=[O:2])=[CH:33][CH:32]=2)[CH2:27][CH2:28][CH2:29]1. The yield is 0.660. The catalyst is O1CCCC1.CO. The reactants are C[O:2][C:3](=[O:34])[CH:4]([C:9]1[C:14]([CH3:15])=[CH:13][C:12]([NH:16][S:17]([CH3:20])(=[O:19])=[O:18])=[C:11]([CH:21]2[CH2:23][CH2:22]2)[C:10]=1[C:24]1[CH:25]=[C:26]2[C:31](=[CH:32][CH:33]=1)[O:30][CH2:29][CH2:28][CH2:27]2)[O:5][CH:6]1[CH2:8][CH2:7]1.[OH-].[Na+].O.Cl. (4) The reactants are [CH3:1][C:2]1[CH:11]=[CH:10][CH:9]=[C:8]2[C:3]=1[C:4](=[O:46])[N:5]([C:32]1[CH:33]=[C:34](OS(C(F)(F)F)(=O)=O)[CH:35]=[CH:36][CH:37]=1)[C:6]([CH:12]([NH:14][C:15]1[N:23]=[CH:22][N:21]=[C:20]3[C:16]=1[N:17]=[CH:18][N:19]3[CH2:24][O:25][CH2:26][CH2:27][Si:28]([CH3:31])([CH3:30])[CH3:29])[CH3:13])=[N:7]2.[CH3:47][N:48](C=O)C. The catalyst is C1C=CC([P]([Pd]([P](C2C=CC=CC=2)(C2C=CC=CC=2)C2C=CC=CC=2)([P](C2C=CC=CC=2)(C2C=CC=CC=2)C2C=CC=CC=2)[P](C2C=CC=CC=2)(C2C=CC=CC=2)C2C=CC=CC=2)(C2C=CC=CC=2)C2C=CC=CC=2)=CC=1.[C-]#N.[Zn+2].[C-]#N. The product is [CH3:1][C:2]1[CH:11]=[CH:10][CH:9]=[C:8]2[C:3]=1[C:4](=[O:46])[N:5]([C:32]1[CH:33]=[C:34]([CH:35]=[CH:36][CH:37]=1)[C:47]#[N:48])[C:6]([CH:12]([NH:14][C:15]1[N:23]=[CH:22][N:21]=[C:20]3[C:16]=1[N:17]=[CH:18][N:19]3[CH2:24][O:25][CH2:26][CH2:27][Si:28]([CH3:30])([CH3:29])[CH3:31])[CH3:13])=[N:7]2. The yield is 0.660. (5) The reactants are [F:1][C:2]1[CH:10]=[CH:9][C:8]([CH:11]=[O:12])=[CH:7][C:3]=1[C:4]([OH:6])=O.S(Cl)(Cl)=O.[F:17][C:18]1[CH:19]=[C:20]([CH:51]=[C:52]([F:54])[CH:53]=1)[CH2:21][C:22]1[CH:23]=[C:24]2[C:28](=[CH:29][CH:30]=1)[N:27]([C:31]([C:44]1[CH:49]=[CH:48][CH:47]=[CH:46][CH:45]=1)([C:38]1[CH:43]=[CH:42][CH:41]=[CH:40][CH:39]=1)[C:32]1[CH:37]=[CH:36][CH:35]=[CH:34][CH:33]=1)[N:26]=[C:25]2[NH2:50].CCN(C(C)C)C(C)C. The catalyst is C1(C)C=CC=CC=1.C1COCC1. The product is [F:17][C:18]1[CH:19]=[C:20]([CH:51]=[C:52]([F:54])[CH:53]=1)[CH2:21][C:22]1[CH:23]=[C:24]2[C:28](=[CH:29][CH:30]=1)[N:27]([C:31]([C:44]1[CH:45]=[CH:46][CH:47]=[CH:48][CH:49]=1)([C:32]1[CH:37]=[CH:36][CH:35]=[CH:34][CH:33]=1)[C:38]1[CH:39]=[CH:40][CH:41]=[CH:42][CH:43]=1)[N:26]=[C:25]2[NH:50][C:4](=[O:6])[C:3]1[CH:7]=[C:8]([CH:11]=[O:12])[CH:9]=[CH:10][C:2]=1[F:1]. The yield is 0.790. (6) The reactants are [OH:1][C:2]1([C:13]2[S:14][C:15]([C:18]3[CH:23]=[C:22]([NH:24][C:25]4[N:30]=[C:29]([C:31]([F:34])([F:33])[F:32])[CH:28]=[CH:27][N:26]=4)[CH:21]=[C:20]([CH3:35])[CH:19]=3)=[CH:16][N:17]=2)[CH2:7][CH2:6][CH:5]([C:8]([O:10][CH2:11][CH3:12])=[O:9])[CH2:4][CH2:3]1.[C:36]([O:40][C:41](O[C:41]([O:40][C:36]([CH3:39])([CH3:38])[CH3:37])=[O:42])=[O:42])([CH3:39])([CH3:38])[CH3:37].C(N(CC)CC)C. The catalyst is C1COCC1.CN(C)C1C=CN=CC=1.ClCCl. The product is [C:36]([O:40][C:41]([N:24]([C:25]1[N:30]=[C:29]([C:31]([F:33])([F:34])[F:32])[CH:28]=[CH:27][N:26]=1)[C:22]1[CH:23]=[C:18]([C:15]2[S:14][C:13]([C:2]3([OH:1])[CH2:3][CH2:4][CH:5]([C:8]([O:10][CH2:11][CH3:12])=[O:9])[CH2:6][CH2:7]3)=[N:17][CH:16]=2)[CH:19]=[C:20]([CH3:35])[CH:21]=1)=[O:42])([CH3:39])([CH3:38])[CH3:37]. The yield is 0.850. (7) The reactants are [C:1]([O:5][C:6]([N:8]1[CH2:13][CH2:12][C:11](=[N:14][NH:15][C:16]([O:18][C:19]([CH3:22])([CH3:21])[CH3:20])=[O:17])[CH2:10][CH2:9]1)=[O:7])([CH3:4])([CH3:3])[CH3:2].[BH4-].[Na+].C(=O)(O)[O-].[Na+]. The catalyst is CO.O1CCCC1.[Cl-].[Na+].O. The product is [C:1]([O:5][C:6]([N:8]1[CH2:13][CH2:12][CH:11]([NH:14][NH:15][C:16]([O:18][C:19]([CH3:22])([CH3:21])[CH3:20])=[O:17])[CH2:10][CH2:9]1)=[O:7])([CH3:4])([CH3:3])[CH3:2]. The yield is 0.990. (8) The reactants are [CH:1]1[C:13]2[CH:12]([CH2:14][O:15][C:16]([NH:18][C@H:19]([C:69]([O:71]C(C)(C)C)=[O:70])[CH2:20][O:21][C:22](=[O:68])[CH2:23][CH2:24][C:25]([O:27][CH2:28][C@H:29]3[O:36][C@H:33]([O:34][CH3:35])[C@H:32]([O:37][CH2:38][CH2:39][CH2:40][CH2:41][CH2:42][CH2:43][CH2:44][CH2:45][CH2:46][CH2:47][CH2:48][CH2:49][CH2:50][CH3:51])[C@@H:31]([O:52][CH2:53][CH2:54][CH2:55][CH2:56][CH2:57][CH2:58][CH2:59][CH2:60][CH2:61][CH2:62][CH2:63][CH2:64][CH2:65][CH3:66])[C@@H:30]3[OH:67])=[O:26])=[O:17])[C:11]3[C:6](=[CH:7][CH:8]=[CH:9][CH:10]=3)[C:5]=2[CH:4]=[CH:3][CH:2]=1. The catalyst is C(O)(C(F)(F)F)=O. The product is [CH:1]1[C:13]2[CH:12]([CH2:14][O:15][C:16]([NH:18][C@H:19]([C:69]([OH:71])=[O:70])[CH2:20][O:21][C:22](=[O:68])[CH2:23][CH2:24][C:25]([O:27][CH2:28][C@H:29]3[O:36][C@H:33]([O:34][CH3:35])[C@H:32]([O:37][CH2:38][CH2:39][CH2:40][CH2:41][CH2:42][CH2:43][CH2:44][CH2:45][CH2:46][CH2:47][CH2:48][CH2:49][CH2:50][CH3:51])[C@@H:31]([O:52][CH2:53][CH2:54][CH2:55][CH2:56][CH2:57][CH2:58][CH2:59][CH2:60][CH2:61][CH2:62][CH2:63][CH2:64][CH2:65][CH3:66])[C@@H:30]3[OH:67])=[O:26])=[O:17])[C:11]3[C:6](=[CH:7][CH:8]=[CH:9][CH:10]=3)[C:5]=2[CH:4]=[CH:3][CH:2]=1. The yield is 0.810.